Dataset: Blood-brain barrier permeability classification from the B3DB database. Task: Regression/Classification. Given a drug SMILES string, predict its absorption, distribution, metabolism, or excretion properties. Task type varies by dataset: regression for continuous measurements (e.g., permeability, clearance, half-life) or binary classification for categorical outcomes (e.g., BBB penetration, CYP inhibition). Dataset: b3db_classification. (1) The drug is Clc1ccc2c(c1)/C(=C\C1CN3CCC1CC3)c1ccccc1S2. The result is 1 (penetrates BBB). (2) The compound is CC(C)[C@H](Br)C(=O)NC(N)=O. The result is 1 (penetrates BBB). (3) The molecule is O=c1[nH]c2ccccc2c(=O)n1CCCN1CCN(c2cccc(Cl)c2)CC1. The result is 1 (penetrates BBB). (4) The result is 1 (penetrates BBB). The drug is O=C(O)c1cc(=O)c2ccccc2o1. (5) The compound is O=C(Cc1ccc(C(F)(F)F)cc1)N1CCCCC1CN1CCCC1. The result is 1 (penetrates BBB). (6) The molecule is C=Cc1c2[nH]c(c1C)C=C1N=C(C=c3[nH]c(c(CCC(=O)O)c3C)=Cc3[nH]c(c(C)c3CCC(=O)OC)C2)C2(C)C1=CC=C(C(=O)OC)C2C(=O)OC. The result is 0 (does not penetrate BBB). (7) The compound is CN(C(=O)Cc1cccc2sccc12)[C@@H]1CCCC[C@H]1N1CCCC1. The result is 1 (penetrates BBB). (8) The compound is O=C(Cc1ccc(Cl)c(Cl)c1)N1CCc2occc2[C@H]1CN1CC[C@@H](O)C1. The result is 1 (penetrates BBB).